This data is from Catalyst prediction with 721,799 reactions and 888 catalyst types from USPTO. The task is: Predict which catalyst facilitates the given reaction. (1) Reactant: [CH3:1][N:2]([CH2:4][C:5]1[CH:22]=[CH:21][C:8](/[CH:9]=[N:10]/[C:11]2[CH:19]=[CH:18][CH:17]=[C:16]3[C:12]=2[CH2:13][O:14][C:15]3=[O:20])=[CH:7][CH:6]=1)[CH3:3].[CH:23]([C:26]1[CH:33]=[CH:32][C:29]([CH:30]=O)=[CH:28][CH:27]=1)([CH3:25])[CH3:24].[O-:34][CH2:35][CH3:36].[Na+].C(O)C. Product: [CH3:1][N:2]([CH2:4][C:5]1[CH:22]=[CH:21][C:8]([CH:9]2[CH:30]([C:29]3[CH:32]=[CH:33][C:26]([CH:23]([CH3:25])[CH3:24])=[CH:27][CH:28]=3)[C:35](=[O:34])[C:36]3[C:16]([C:15]([O:14][CH2:13][CH3:12])=[O:20])=[CH:17][CH:18]=[CH:19][C:11]=3[NH:10]2)=[CH:7][CH:6]=1)[CH3:3]. The catalyst class is: 567. (2) Reactant: CCN(CC)CC.[CH2:8]([O:10][C:11](=[O:36])[CH2:12][CH2:13][NH:14][C:15]([C:17]1[N:22]=[CH:21][C:20]([C:23]2[CH:31]=[C:30]([C:32]([F:35])([F:34])[F:33])[CH:29]=[CH:28][C:24]=2[C:25](O)=[O:26])=[CH:19][CH:18]=1)=[O:16])[CH3:9].[Cl:37][C:38]1[CH:43]=[CH:42][C:41]([C:44]2[CH:49]=[CH:48][C:47]([NH2:50])=[CH:46][CH:45]=2)=[C:40]([CH3:51])[CH:39]=1.CCN=C=NCCCN(C)C. Product: [Cl:37][C:38]1[CH:43]=[CH:42][C:41]([C:44]2[CH:49]=[CH:48][C:47]([NH:50][C:25]([C:24]3[CH:28]=[CH:29][C:30]([C:32]([F:34])([F:35])[F:33])=[CH:31][C:23]=3[C:20]3[CH:19]=[CH:18][C:17]([C:15]([NH:14][CH2:13][CH2:12][C:11]([O:10][CH2:8][CH3:9])=[O:36])=[O:16])=[N:22][CH:21]=3)=[O:26])=[CH:46][CH:45]=2)=[C:40]([CH3:51])[CH:39]=1. The catalyst class is: 2. (3) The catalyst class is: 385. Reactant: [Cl:1][C:2]1[CH:7]=[CH:6][CH:5]=[C:4]([C:8]#[CH:9])[CH:3]=1.[CH3:10][C:11]1[N:12]([CH:16]2[CH2:21][CH2:20][CH2:19][C:18](=[O:22])[CH2:17]2)[CH:13]=[CH:14][N:15]=1. Product: [Cl:1][C:2]1[CH:3]=[C:4]([C:8]#[C:9][C@:18]2([OH:22])[CH2:19][CH2:20][CH2:21][C@H:16]([N:12]3[CH:13]=[CH:14][N:15]=[C:11]3[CH3:10])[CH2:17]2)[CH:5]=[CH:6][CH:7]=1.